Task: Predict the reactants needed to synthesize the given product.. Dataset: Full USPTO retrosynthesis dataset with 1.9M reactions from patents (1976-2016) (1) Given the product [CH2:18]([O:17][C@H:16]1[C@H:21]([O:22][C:23](=[O:30])[C:24]2[CH:25]=[CH:26][CH:27]=[CH:28][CH:29]=2)[C@@H:31]([CH2:33][O:34][C:35](=[O:42])[C:36]2[CH:37]=[CH:38][CH:39]=[CH:40][CH:41]=2)[O:32][C@H:5]([O:61][C@H:60]2[C@H:59]([O:62][C:63](=[O:70])[C:64]3[CH:65]=[CH:66][CH:67]=[CH:68][CH:69]=3)[C@@H:58]([CH2:71][O:72][C:73](=[O:80])[C:74]3[CH:75]=[CH:76][CH:77]=[CH:78][CH:79]=3)[O:57][C@H:56]([O:81][C@H:82]3[C@@H:95]([O:96][CH2:97][C:98]4[CH:99]=[CH:100][CH:101]=[CH:102][CH:103]=4)[C@H:94]([O:104][CH2:105][C:106]4[CH:107]=[CH:108][CH:109]=[CH:110][CH:111]=4)[C@@H:93]([CH2:112][O:113][CH2:114][C:115]4[CH:116]=[CH:117][CH:118]=[CH:119][CH:120]=4)[O:92][C@@H:83]3[O:84][CH2:85][C:86]3[CH:91]=[CH:90][CH:89]=[CH:88][CH:87]=3)[C@H:55]2[O:54][C:46](=[O:53])[C:47]2[CH:52]=[CH:51][CH:50]=[CH:49][CH:48]=2)[C@H:6]1[O:7][C:8](=[O:15])[C:9]1[CH:10]=[CH:11][CH:12]=[CH:13][CH:14]=1)[CH:19]=[CH2:20], predict the reactants needed to synthesize it. The reactants are: ClC(Cl)(Cl)C(=N)O[C@H:5]1[O:32][C@H:31]([CH2:33][O:34][C:35](=[O:42])[C:36]2[CH:41]=[CH:40][CH:39]=[CH:38][CH:37]=2)[C@@H:21]([O:22][C:23](=[O:30])[C:24]2[CH:29]=[CH:28][CH:27]=[CH:26][CH:25]=2)[C@H:16]([O:17][CH2:18][CH:19]=[CH2:20])[C@@H:6]1[O:7][C:8](=[O:15])[C:9]1[CH:14]=[CH:13][CH:12]=[CH:11][CH:10]=1.[C:46]([O:54][C@H:55]1[C@@H:60]([OH:61])[C@H:59]([O:62][C:63](=[O:70])[C:64]2[CH:69]=[CH:68][CH:67]=[CH:66][CH:65]=2)[C@@H:58]([CH2:71][O:72][C:73](=[O:80])[C:74]2[CH:79]=[CH:78][CH:77]=[CH:76][CH:75]=2)[O:57][C@@H:56]1[O:81][C@H:82]1[C@@H:95]([O:96][CH2:97][C:98]2[CH:103]=[CH:102][CH:101]=[CH:100][CH:99]=2)[C@H:94]([O:104][CH2:105][C:106]2[CH:111]=[CH:110][CH:109]=[CH:108][CH:107]=2)[C@@H:93]([CH2:112][O:113][CH2:114][C:115]2[CH:120]=[CH:119][CH:118]=[CH:117][CH:116]=2)[O:92][C@@H:83]1[O:84][CH2:85][C:86]1[CH:91]=[CH:90][CH:89]=[CH:88][CH:87]=1)(=[O:53])[C:47]1[CH:52]=[CH:51][CH:50]=[CH:49][CH:48]=1.[Si](OS(C(F)(F)F)(=O)=O)(C)(C)C.CCN(CC)CC. (2) Given the product [F:1][C:2]1[CH:23]=[CH:22][CH:21]=[C:20]([F:24])[C:3]=1[CH2:4][O:5][C:6]1[C:7]2[N:8]([C:13]([C:17]([NH:56][CH2:57][CH:58]([NH:62][C:63](=[O:69])[O:64][C:65]([CH3:66])([CH3:68])[CH3:67])[CH:59]([CH3:61])[CH3:60])=[O:19])=[C:14]([CH3:16])[N:15]=2)[CH:9]=[C:10]([CH3:12])[CH:11]=1, predict the reactants needed to synthesize it. The reactants are: [F:1][C:2]1[CH:23]=[CH:22][CH:21]=[C:20]([F:24])[C:3]=1[CH2:4][O:5][C:6]1[C:7]2[N:8]([C:13]([C:17]([OH:19])=O)=[C:14]([CH3:16])[N:15]=2)[CH:9]=[C:10]([CH3:12])[CH:11]=1.CN(C(ON1N=NC2C=CC=NC1=2)=[N+](C)C)C.F[P-](F)(F)(F)(F)F.CN1CCOCC1.[NH2:56][CH2:57][CH:58]([NH:62][C:63](=[O:69])[O:64][C:65]([CH3:68])([CH3:67])[CH3:66])[CH:59]([CH3:61])[CH3:60].O.C(O)(C(F)(F)F)=O.